This data is from Full USPTO retrosynthesis dataset with 1.9M reactions from patents (1976-2016). The task is: Predict the reactants needed to synthesize the given product. (1) Given the product [CH2:1]([O:3][C:4]([N:6]1[CH2:12][CH2:11][CH2:10][N:9]([C:14]2[NH:18][C:17]3[CH:19]=[CH:20][CH:21]=[CH:22][C:16]=3[N:15]=2)[CH2:8][CH2:7]1)=[O:5])[CH3:2], predict the reactants needed to synthesize it. The reactants are: [CH2:1]([O:3][C:4]([N:6]1[CH2:12][CH2:11][CH2:10][NH:9][CH2:8][CH2:7]1)=[O:5])[CH3:2].Cl[C:14]1[NH:15][C:16]2[CH:22]=[CH:21][CH:20]=[CH:19][C:17]=2[N:18]=1. (2) Given the product [C:46]([O:45][C:43]([NH:12][C:13]1([CH2:19][C:20]([O:22][CH3:23])=[O:21])[CH2:14][CH2:15][O:16][CH2:17][CH2:18]1)=[O:42])([CH3:49])([CH3:48])[CH3:47], predict the reactants needed to synthesize it. The reactants are: C1(C)C=CC(S(O)(=O)=O)=CC=1.[NH2:12][C:13]1([CH2:19][C:20]([O:22][CH3:23])=[O:21])[CH2:18][CH2:17][O:16][CH2:15][CH2:14]1.N[C@H](C(O)=O)CC(C)C.C(N(C(C)C)CC)(C)C.[O:42](C(OC(C)(C)C)=O)[C:43]([O:45][C:46]([CH3:49])([CH3:48])[CH3:47])=O. (3) The reactants are: [CH2:1]([O:7][C:8]1[CH:13]=[CH:12][C:11]([CH3:14])=[CH:10][CH:9]=1)[CH2:2][CH2:3][CH2:4][CH2:5][CH3:6].C(O[O:20][C:21]([CH3:24])(C)C)(C)(C)C.[C]=O.[CH2:27]([OH:29])C. Given the product [CH2:1]([O:7][C:8]1[CH:13]=[CH:12][C:11]([CH2:14][C:27]([O:20][CH2:21][CH3:24])=[O:29])=[CH:10][CH:9]=1)[CH2:2][CH2:3][CH2:4][CH2:5][CH3:6], predict the reactants needed to synthesize it. (4) Given the product [NH2:8][C:9]1[N:14]=[C:13]([N:3]2[CH:7]=[CH:6][N:5]=[CH:4]2)[C:12]([C:18]2[CH:19]=[CH:20][C:21](=[O:27])[N:22]([CH:24]([CH3:26])[CH3:25])[N:23]=2)=[C:11]([C:28]2[CH:29]=[CH:30][CH:31]=[CH:32][CH:33]=2)[N:10]=1, predict the reactants needed to synthesize it. The reactants are: [H-].[Na+].[NH:3]1[CH:7]=[CH:6][N:5]=[CH:4]1.[NH2:8][C:9]1[N:14]=[C:13](S(C)=O)[C:12]([C:18]2[CH:19]=[CH:20][C:21](=[O:27])[N:22]([CH:24]([CH3:26])[CH3:25])[N:23]=2)=[C:11]([C:28]2[CH:33]=[CH:32][CH:31]=[CH:30][CH:29]=2)[N:10]=1.O. (5) Given the product [CH3:1][N:8]1[CH:14]2[CH2:15][CH2:16][CH:9]1[CH:10]1[NH:17][CH:13]2[CH2:12][CH2:11]1, predict the reactants needed to synthesize it. The reactants are: [CH2:1]([N:8]1[CH:14]2[CH2:15][CH2:16][CH:9]1[CH:10]1[N:17](C)[CH:13]2[CH2:12][CH2:11]1)C1C=CC=CC=1.[H][H]. (6) Given the product [N:51]1[CH:52]=[CH:53][CH:54]=[N:55][C:50]=1[S:49][CH2:2][CH2:3][C:4]1[CH:9]=[CH:8][C:7]([CH:10]2[CH2:15][CH2:14][N:13]([C:16]([O:18][C:19]([CH3:22])([CH3:21])[CH3:20])=[O:17])[CH2:12][CH:11]2[O:23][CH2:24][C:25]2[CH:34]=[C:33]([O:35][CH2:36][O:37][CH2:38][CH2:39][Si:40]([CH3:43])([CH3:41])[CH3:42])[C:32]3[C:27](=[CH:28][CH:29]=[CH:30][CH:31]=3)[CH:26]=2)=[CH:6][CH:5]=1, predict the reactants needed to synthesize it. The reactants are: O[CH2:2][CH2:3][C:4]1[CH:9]=[CH:8][C:7]([CH:10]2[CH2:15][CH2:14][N:13]([C:16]([O:18][C:19]([CH3:22])([CH3:21])[CH3:20])=[O:17])[CH2:12][CH:11]2[O:23][CH2:24][C:25]2[CH:34]=[C:33]([O:35][CH2:36][O:37][CH2:38][CH2:39][Si:40]([CH3:43])([CH3:42])[CH3:41])[C:32]3[C:27](=[CH:28][CH:29]=[CH:30][CH:31]=3)[CH:26]=2)=[CH:6][CH:5]=1.S([O-])(=O)(=O)C.[SH:49][C:50]1[N:55]=[CH:54][CH:53]=[CH:52][N:51]=1. (7) Given the product [NH3:4].[CH:1]([N:4]1[CH2:9][CH2:8][N:7]([C:10]([C:12]2[CH:13]=[CH:14][C:15]([CH2:18][N:20]3[CH2:25][CH2:24][CH2:23][CH2:22][CH2:21]3)=[CH:16][N:17]=2)=[O:11])[CH2:6][CH2:5]1)([CH3:3])[CH3:2], predict the reactants needed to synthesize it. The reactants are: [CH:1]([N:4]1[CH2:9][CH2:8][N:7]([C:10]([C:12]2[N:17]=[CH:16][C:15]([CH:18]=O)=[CH:14][CH:13]=2)=[O:11])[CH2:6][CH2:5]1)([CH3:3])[CH3:2].[NH:20]1[CH2:25][CH2:24][CH2:23][CH2:22][CH2:21]1.[BH-](OC(C)=O)(OC(C)=O)OC(C)=O.[Na+].[OH-].[Na+]. (8) Given the product [OH:1][C:2]1[CH:3]=[C:4]([CH:5]([OH:9])[C:6]([O:8][CH3:19])=[O:7])[CH:10]=[CH:11][C:12]=1[OH:13], predict the reactants needed to synthesize it. The reactants are: [OH:1][C:2]1[CH:3]=[C:4]([CH:10]=[CH:11][C:12]=1[OH:13])[CH:5]([OH:9])[C:6]([OH:8])=[O:7].S(=O)(=O)(O)O.[CH3:19]O. (9) Given the product [ClH:46].[CH2:1]([O:8][C:9]1[CH:14]=[CH:13][N:12]([C:15]2[CH:20]=[C:19]3[NH:21][C:22]4[CH2:23][CH:24]5[N:29]([CH2:30][C:31]=4[C:18]3=[CH:17][CH:16]=2)[CH2:28][CH2:27][CH2:26][CH2:25]5)[C:11](=[O:42])[CH:10]=1)[C:2]1[CH:7]=[CH:6][CH:5]=[CH:4][CH:3]=1, predict the reactants needed to synthesize it. The reactants are: [CH2:1]([O:8][C:9]1[CH:14]=[CH:13][N:12]([C:15]2[CH:20]=[C:19]3[N:21](S(C4C=CC(C)=CC=4)(=O)=O)[C:22]4[CH2:23][CH:24]5[N:29]([CH2:30][C:31]=4[C:18]3=[CH:17][CH:16]=2)[CH2:28][CH2:27][CH2:26][CH2:25]5)[C:11](=[O:42])[CH:10]=1)[C:2]1[CH:7]=[CH:6][CH:5]=[CH:4][CH:3]=1.[OH-].[Na+].C(Cl)[Cl:46]. (10) Given the product [CH:64]1[C:65]2[CH:53]([CH2:52][O:51][C:49]([NH:1][CH2:2][CH2:3][NH:4][C:5](=[O:38])[CH2:6][CH2:7][C@H:8]([NH:12][C:13](=[O:37])[CH2:14][CH2:15][CH2:16][CH2:17][CH2:18][CH2:19][CH2:20][CH2:21][CH2:22][CH2:23][CH2:24][CH2:25][CH2:26][CH2:27][CH2:28][CH2:29][C:30]([O:32][C:33]([CH3:34])([CH3:35])[CH3:36])=[O:31])[C:9]([OH:11])=[O:10])=[O:50])[C:54]3[C:59](=[CH:58][CH:57]=[CH:56][CH:55]=3)[C:60]=2[CH:61]=[CH:62][CH:63]=1, predict the reactants needed to synthesize it. The reactants are: [NH2:1][CH2:2][CH2:3][NH:4][C:5](=[O:38])[CH2:6][CH2:7][C@H:8]([NH:12][C:13](=[O:37])[CH2:14][CH2:15][CH2:16][CH2:17][CH2:18][CH2:19][CH2:20][CH2:21][CH2:22][CH2:23][CH2:24][CH2:25][CH2:26][CH2:27][CH2:28][CH2:29][C:30]([O:32][C:33]([CH3:36])([CH3:35])[CH3:34])=[O:31])[C:9]([OH:11])=[O:10].CCN(C(C)C)C(C)C.Cl[C:49]([O:51][CH2:52][CH:53]1[C:65]2[CH:64]=[CH:63][CH:62]=[CH:61][C:60]=2[C:59]2[C:54]1=[CH:55][CH:56]=[CH:57][CH:58]=2)=[O:50].